From a dataset of Reaction yield outcomes from USPTO patents with 853,638 reactions. Predict the reaction yield, written as a fraction of the theoretical maximum amount of product (1.0 means a 100% yield; for example, 0.34 means a 34% yield). (1) The reactants are [Cl:1][C:2]1[N:11]=[CH:10][C:9]2[NH:8][CH2:7][CH:6]3[CH2:12][O:13][CH2:14][CH2:15][N:5]3[C:4]=2[N:3]=1.CC(C)([O-])C.[Na+].Br[CH2:23][C:24]1[CH:29]=[CH:28][C:27]([S:30]([CH3:33])(=[O:32])=[O:31])=[CH:26][C:25]=1[Cl:34]. The catalyst is CS(C)=O.C(OCC)(=O)C. The product is [Cl:1][C:2]1[N:11]=[CH:10][C:9]2[N:8]([CH2:23][C:24]3[CH:29]=[CH:28][C:27]([S:30]([CH3:33])(=[O:31])=[O:32])=[CH:26][C:25]=3[Cl:34])[CH2:7][CH:6]3[CH2:12][O:13][CH2:14][CH2:15][N:5]3[C:4]=2[N:3]=1. The yield is 0.370. (2) The reactants are C1(C)C=CC(S([N:10]2[CH2:18][C@@H:17]3[C@@H:12]([NH:13][CH2:14][CH2:15][CH2:16]3)[CH2:11]2)(=O)=O)=CC=1.Br.C(O)(=O)CC.C1(O)C=CC=CC=1. No catalyst specified. The product is [C@H:12]12[CH2:11][NH:10][CH2:18][C@H:17]1[CH2:16][CH2:15][CH2:14][NH:13]2. The yield is 0.780. (3) The reactants are Br[C:2]1[C:3]([NH:10][C@H:11]2[CH2:16][CH2:15][C@H:14]([O:17][CH3:18])[CH2:13][CH2:12]2)=[N:4][C:5]([NH2:9])=[N:6][C:7]=1[CH3:8].[C:19]([O:23][CH2:24][CH3:25])(=[O:22])[CH:20]=[CH2:21]. The catalyst is C(N(CC)CC)C.C(OCC)(=O)C.C1C=CC(P(C2C=CC=CC=2)C2C=CC=CC=2)=CC=1.C1C=CC(P(C2C=CC=CC=2)C2C=CC=CC=2)=CC=1.C1C=CC(P(C2C=CC=CC=2)C2C=CC=CC=2)=CC=1.C1C=CC(P(C2C=CC=CC=2)C2C=CC=CC=2)=CC=1.[Pd]. The product is [NH2:9][C:5]1[N:4]=[C:3]([NH:10][C@H:11]2[CH2:16][CH2:15][C@H:14]([O:17][CH3:18])[CH2:13][CH2:12]2)[C:2](/[CH:21]=[CH:20]/[C:19]([O:23][CH2:24][CH3:25])=[O:22])=[C:7]([CH3:8])[N:6]=1. The yield is 0.780.